This data is from Full USPTO retrosynthesis dataset with 1.9M reactions from patents (1976-2016). The task is: Predict the reactants needed to synthesize the given product. (1) Given the product [OH:17][C:14]1[CH:13]=[CH:12][C:11]([N:7]2[C:8](=[O:10])[CH2:9][C@H:5]([C:3]([OH:4])=[O:2])[CH2:6]2)=[CH:16][CH:15]=1, predict the reactants needed to synthesize it. The reactants are: C[O:2][C:3]([CH:5]1[CH2:9][C:8](=[O:10])[N:7]([C:11]2[CH:16]=[CH:15][C:14]([OH:17])=[CH:13][CH:12]=2)[CH2:6]1)=[O:4].[OH-].[Na+]. (2) The reactants are: [BrH:1].[CH3:2][N:3]1[CH2:7][CH2:6][CH2:5][C@@H:4]1[CH2:8][C:9]1[C:17]2[C:12](=[CH:13][CH:14]=[C:15]([CH:18]=[CH:19][S:20]([C:23]3[CH:28]=[CH:27][CH:26]=[CH:25][CH:24]=3)(=[O:22])=[O:21])[CH:16]=2)[NH:11][CH:10]=1.CC(C)=O. Given the product [CH3:2][N:3]1[C@@H:4]([CH2:8][C:9]2[C:17]3[CH:16]=[C:15]([CH2:18][CH2:19][S:20]([C:23]4[CH:24]=[CH:25][CH:26]=[CH:27][CH:28]=4)(=[O:21])=[O:22])[CH:14]=[CH:13][C:12]=3[NH:11][CH:10]=2)[CH2:5][CH2:6][CH2:7]1.[BrH:1], predict the reactants needed to synthesize it. (3) The reactants are: C([O:3][C:4]([C:6]1[NH:7][C:8]2[C:13]([C:14]=1[S:15][C:16]1[CH:21]=[CH:20][CH:19]=[CH:18][C:17]=1[CH3:22])=[CH:12][C:11]([O:23][CH3:24])=[C:10]([O:25][CH3:26])[CH:9]=2)=[O:5])C.[OH-].[Li+].Cl. Given the product [CH3:24][O:23][C:11]1[CH:12]=[C:13]2[C:8](=[CH:9][C:10]=1[O:25][CH3:26])[NH:7][C:6]([C:4]([OH:5])=[O:3])=[C:14]2[S:15][C:16]1[CH:21]=[CH:20][CH:19]=[CH:18][C:17]=1[CH3:22], predict the reactants needed to synthesize it. (4) The reactants are: Cl.Cl.Cl.[S:4]1[C:12]2[CH:11]=[CH:10][N:9]=[C:8]([N:13]3[CH2:18][CH2:17][N:16]([CH2:19][CH2:20][C@H:21]4[CH2:26][CH2:25][C@H:24]([NH2:27])[CH2:23][CH2:22]4)[CH2:15][CH2:14]3)[C:7]=2[CH:6]=[CH:5]1.[CH3:28][O:29][C@H:30]1[CH2:35][CH2:34][C@H:33]([CH2:36][C:37](O)=[O:38])[CH2:32][CH2:31]1. Given the product [CH3:28][O:29][C@H:30]1[CH2:35][CH2:34][C@H:33]([CH2:36][C:37]([NH:27][C@H:24]2[CH2:25][CH2:26][C@H:21]([CH2:20][CH2:19][N:16]3[CH2:17][CH2:18][N:13]([C:8]4[C:7]5[CH:6]=[CH:5][S:4][C:12]=5[CH:11]=[CH:10][N:9]=4)[CH2:14][CH2:15]3)[CH2:22][CH2:23]2)=[O:38])[CH2:32][CH2:31]1, predict the reactants needed to synthesize it. (5) Given the product [F:22][C:2]1([C:8]2[CH:15]=[CH:14][C:11]([C:12]#[N:13])=[CH:10][CH:9]=2)[CH2:7][CH2:6][O:5][CH2:4][CH2:3]1, predict the reactants needed to synthesize it. The reactants are: O[C:2]1([C:8]2[CH:15]=[CH:14][C:11]([C:12]#[N:13])=[CH:10][CH:9]=2)[CH2:7][CH2:6][O:5][CH2:4][CH2:3]1.C(N(S(F)(F)[F:22])CC)C.[OH-].[Na+]. (6) Given the product [ClH:1].[P:31]([O:36][CH2:37][CH3:38])([O:33][CH2:34][CH3:35])([O:30][C@@H:14]([C:9]1[CH:10]=[CH:11][CH:12]=[CH:13][C:8]=1[C:5]1[CH:4]=[CH:3][C:2]([Cl:1])=[CH:7][CH:6]=1)[CH:15]1[CH2:20][CH2:19][N:18]([C:21]2[CH:29]=[CH:28][C:24]([C:25](=[O:26])[NH:66][S:63]([C:60]3[CH:61]=[CH:62][C:57]([NH:56][C@H:47]([CH2:46][CH2:45][N:42]4[CH2:43][CH2:44][O:39][CH2:40][CH2:41]4)[CH2:48][S:49][C:50]4[CH:55]=[CH:54][CH:53]=[CH:52][CH:51]=4)=[C:58]([S:67]([C:70]([F:72])([F:73])[F:71])(=[O:69])=[O:68])[CH:59]=3)(=[O:64])=[O:65])=[CH:23][CH:22]=2)[CH2:17][CH2:16]1)=[O:32], predict the reactants needed to synthesize it. The reactants are: [Cl:1][C:2]1[CH:7]=[CH:6][C:5]([C:8]2[CH:13]=[CH:12][CH:11]=[CH:10][C:9]=2[C@H:14]([O:30][P:31]([O:36][CH2:37][CH3:38])([O:33][CH2:34][CH3:35])=[O:32])[CH:15]2[CH2:20][CH2:19][N:18]([C:21]3[CH:29]=[CH:28][C:24]([C:25](O)=[O:26])=[CH:23][CH:22]=3)[CH2:17][CH2:16]2)=[CH:4][CH:3]=1.[O:39]1[CH2:44][CH2:43][N:42]([CH2:45][CH2:46][C@@H:47]([NH:56][C:57]2[CH:62]=[CH:61][C:60]([S:63]([NH2:66])(=[O:65])=[O:64])=[CH:59][C:58]=2[S:67]([C:70]([F:73])([F:72])[F:71])(=[O:69])=[O:68])[CH2:48][S:49][C:50]2[CH:55]=[CH:54][CH:53]=[CH:52][CH:51]=2)[CH2:41][CH2:40]1.C(Cl)CCl. (7) Given the product [C:1]([C:3]1[CH:4]=[CH:5][C:6]([C:9]([CH3:29])([CH2:15][C:16]2[S:17][C:18]3[CH:24]=[C:23]([O:25][CH3:26])[C:22]([O:27][CH3:28])=[CH:21][C:19]=3[CH:20]=2)[C:10]([OH:12])=[O:11])=[CH:7][CH:8]=1)#[N:2], predict the reactants needed to synthesize it. The reactants are: [C:1]([C:3]1[CH:8]=[CH:7][C:6]([C:9]([CH3:29])([CH2:15][C:16]2[S:17][C:18]3[CH:24]=[C:23]([O:25][CH3:26])[C:22]([O:27][CH3:28])=[CH:21][C:19]=3[CH:20]=2)[C:10]([O:12]CC)=[O:11])=[CH:5][CH:4]=1)#[N:2].[OH-].[Na+].O.Cl. (8) The reactants are: [OH:1][C:2]1[CH:11]=[N:10][C:9]2[C:4](=[CH:5][CH:6]=[CH:7][CH:8]=2)[N:3]=1.[I-].C[N+]1C=CN([C:19](=[O:28])[N:20]([CH3:27])[C:21]2[CH:26]=[CH:25][CH:24]=[CH:23][CH:22]=2)C=1.C(N(CC)CC)C. Given the product [N:3]1[C:4]2[C:9](=[CH:8][CH:7]=[CH:6][CH:5]=2)[N:10]=[CH:11][C:2]=1[O:1][C:19](=[O:28])[N:20]([CH3:27])[C:21]1[CH:26]=[CH:25][CH:24]=[CH:23][CH:22]=1, predict the reactants needed to synthesize it. (9) Given the product [F:1][C:2]1[CH:8]=[C:7]([C:12]#[C:11][CH2:10][O:13][CH3:14])[CH:6]=[CH:5][C:3]=1[NH2:4], predict the reactants needed to synthesize it. The reactants are: [F:1][C:2]1[CH:8]=[C:7](I)[CH:6]=[CH:5][C:3]=1[NH2:4].[CH2:10]([O:13][CH3:14])[C:11]#[CH:12]. (10) Given the product [Br:2][C:3]1[CH:8]=[CH:7][C:6]([NH:9][N:10]2[C:14](=[O:15])[C:13]3[C:12](=[CH:20][CH:19]=[CH:18][CH:17]=3)[C:11]2=[O:16])=[CH:5][CH:4]=1, predict the reactants needed to synthesize it. The reactants are: Cl.[Br:2][C:3]1[CH:8]=[CH:7][C:6]([NH:9][NH2:10])=[CH:5][CH:4]=1.[C:11]1(=O)[O:16][C:14](=[O:15])[C:13]2=[CH:17][CH:18]=[CH:19][CH:20]=[C:12]12.